From a dataset of Full USPTO retrosynthesis dataset with 1.9M reactions from patents (1976-2016). Predict the reactants needed to synthesize the given product. (1) Given the product [CH2:1]([O:3][C:4]1[C:5](/[C:16](/[CH3:21])=[C:17](/[F:20])\[CH:18]=[O:19])=[CH:6][C:7]2[CH:8]=[CH:9][CH2:10][C:11]([CH3:15])([CH3:14])[C:12]=2[CH:13]=1)[CH3:2], predict the reactants needed to synthesize it. The reactants are: [CH2:1]([O:3][C:4]1[C:5](/[C:16](/[CH3:21])=[C:17](/[F:20])\[CH2:18][OH:19])=[CH:6][C:7]2[CH:8]=[CH:9][CH2:10][C:11]([CH3:15])([CH3:14])[C:12]=2[CH:13]=1)[CH3:2].C[N+]1([O-])CCOCC1. (2) Given the product [C:23]([O:26][CH2:27][C:28]1[C:29]([N:43]2[CH2:55][CH2:54][N:46]3[C:47]4[CH2:48][CH2:49][CH2:50][CH2:51][C:52]=4[CH:53]=[C:45]3[C:44]2=[O:56])=[N:30][CH:31]=[CH:32][C:33]=1[C:2]1[CH:3]=[C:4]([NH:10][C:11]2[CH:16]=[CH:15][C:14]([O:17][CH:18]3[CH2:21][N:20]([CH3:22])[CH2:19]3)=[CH:13][N:12]=2)[C:5](=[O:9])[N:6]([CH3:8])[CH:7]=1)(=[O:25])[CH3:24], predict the reactants needed to synthesize it. The reactants are: Br[C:2]1[CH:3]=[C:4]([NH:10][C:11]2[CH:16]=[CH:15][C:14]([O:17][CH:18]3[CH2:21][N:20]([CH3:22])[CH2:19]3)=[CH:13][N:12]=2)[C:5](=[O:9])[N:6]([CH3:8])[CH:7]=1.[C:23]([O:26][CH2:27][C:28]1[C:29]([N:43]2[CH2:55][CH2:54][N:46]3[C:47]4[CH2:48][CH2:49][CH2:50][CH2:51][C:52]=4[CH:53]=[C:45]3[C:44]2=[O:56])=[N:30][CH:31]=[CH:32][C:33]=1B1OC(C)(C)C(C)(C)O1)(=[O:25])[CH3:24].[O-]P([O-])([O-])=O.[K+].[K+].[K+].O.O.O.C([O-])(=O)C.[Na+]. (3) Given the product [CH3:27][N:28]([CH3:29])[C:5]1[N:10]=[C:9]([C:11]2[N:15]3[CH:16]=[CH:17][CH:18]=[CH:19][C:14]3=[N:13][C:12]=2[C:20]2[CH:25]=[CH:24][CH:23]=[C:22]([CH3:26])[N:21]=2)[CH:8]=[CH:7][N:6]=1, predict the reactants needed to synthesize it. The reactants are: CS([C:5]1[N:10]=[C:9]([C:11]2[N:15]3[CH:16]=[CH:17][CH:18]=[CH:19][C:14]3=[N:13][C:12]=2[C:20]2[CH:25]=[CH:24][CH:23]=[C:22]([CH3:26])[N:21]=2)[CH:8]=[CH:7][N:6]=1)(=O)=O.[CH3:27][NH:28][CH3:29].C1COCC1.